From a dataset of Full USPTO retrosynthesis dataset with 1.9M reactions from patents (1976-2016). Predict the reactants needed to synthesize the given product. (1) Given the product [C:1]([O:5][C:6]([N:8]1[CH2:13][CH2:12][CH:11]([C:14]2[CH:19]=[CH:18][CH:17]=[C:16]([C:20](=[O:23])[NH:21][CH3:22])[CH:15]=2)[CH2:10][CH2:9]1)=[O:7])([CH3:4])([CH3:3])[CH3:2], predict the reactants needed to synthesize it. The reactants are: [C:1]([O:5][C:6]([N:8]1[CH2:13][CH:12]=[C:11]([C:14]2[CH:19]=[CH:18][CH:17]=[C:16]([C:20](=[O:23])[NH:21][CH3:22])[CH:15]=2)[CH2:10][CH2:9]1)=[O:7])([CH3:4])([CH3:3])[CH3:2]. (2) The reactants are: Br[C:2]1[CH:11]=[CH:10][C:9]([CH3:12])=[CH:8][C:3]=1[C:4]([O:6][CH3:7])=[O:5].C([Sn](CCCC)(CCCC)[C:18]([O:20]CC)=[CH2:19])CCC. Given the product [C:18]([C:2]1[CH:11]=[CH:10][C:9]([CH3:12])=[CH:8][C:3]=1[C:4]([O:6][CH3:7])=[O:5])(=[O:20])[CH3:19], predict the reactants needed to synthesize it. (3) The reactants are: [C:1]([Si:5]([CH3:56])([CH3:55])[O:6][CH2:7][C@@H:8]1[C@H:12]2[O:13][C:14]([CH3:17])([CH3:16])[O:15][C@H:11]2[C@H:10]([N:18]2[CH:26]=[N:25][C:24]3[C:19]2=[N:20][C:21]([Sn](CCCC)(CCCC)CCCC)=[N:22][C:23]=3[NH:27][CH2:28][CH:29]([C:36]2[CH:41]=[CH:40][CH:39]=[CH:38][CH:37]=2)[C:30]2[CH:35]=[CH:34][CH:33]=[CH:32][CH:31]=2)[O:9]1)([CH3:4])([CH3:3])[CH3:2].[I:57]I.O1CCCC1. Given the product [Si:5]([O:6][CH2:7][C@@H:8]1[C@H:12]2[O:13][C:14]([CH3:17])([CH3:16])[O:15][C@H:11]2[C@H:10]([N:18]2[CH:26]=[N:25][C:24]3[C:19]2=[N:20][C:21]([I:57])=[N:22][C:23]=3[NH:27][CH2:28][CH:29]([C:36]2[CH:41]=[CH:40][CH:39]=[CH:38][CH:37]=2)[C:30]2[CH:35]=[CH:34][CH:33]=[CH:32][CH:31]=2)[O:9]1)([C:1]([CH3:4])([CH3:3])[CH3:2])([CH3:56])[CH3:55], predict the reactants needed to synthesize it. (4) Given the product [OH:38][C:34]1[C:33]([OH:39])=[CH:32][C:29]([C:30]#[N:31])=[C:28]([C:6]2[CH:7]=[CH:8][C:9]([O:10][CH3:11])=[C:4]([O:3][CH3:1])[CH:5]=2)[C:35]=1[C:36]#[N:37], predict the reactants needed to synthesize it. The reactants are: [CH2:1]([O:3][C:4]1[CH:5]=[C:6](B(O)O)[CH:7]=[CH:8][C:9]=1[O:10][CH2:11]C)C.C1CCN2C(=NCCC2)CC1.Br[C:28]1[C:35]([C:36]#[N:37])=[C:34]([OH:38])[C:33]([OH:39])=[CH:32][C:29]=1[C:30]#[N:31].